From a dataset of Reaction yield outcomes from USPTO patents with 853,638 reactions. Predict the reaction yield, written as a fraction of the theoretical maximum amount of product (1.0 means a 100% yield; for example, 0.34 means a 34% yield). (1) The reactants are [CH:1]1([C:4]([NH:6][C:7]2[N:8]=[C:9]3[CH:14]=[CH:13][C:12]([O:15][C:16]4[CH:17]=[CH:18][C:19]([CH3:32])=[C:20]([NH:22][C:23]([C:25]5[N:29]([CH3:30])[N:28]=[C:27]([CH3:31])[CH:26]=5)=[O:24])[CH:21]=4)=[N:11][N:10]3[CH:33]=2)=[O:5])[CH2:3][CH2:2]1.[CH3:34][S:35]([OH:38])(=[O:37])=[O:36]. The catalyst is C(O)C. The product is [CH3:34][S:35]([OH:38])(=[O:37])=[O:36].[CH:1]1([C:4]([NH:6][C:7]2[N:8]=[C:9]3[CH:14]=[CH:13][C:12]([O:15][C:16]4[CH:17]=[CH:18][C:19]([CH3:32])=[C:20]([NH:22][C:23]([C:25]5[N:29]([CH3:30])[N:28]=[C:27]([CH3:31])[CH:26]=5)=[O:24])[CH:21]=4)=[N:11][N:10]3[CH:33]=2)=[O:5])[CH2:3][CH2:2]1. The yield is 0.670. (2) The reactants are C(NC(C)C)(C)C.C([Li])CCC.[C:13]1([C:23]2[CH:28]=[CH:27][CH:26]=[CH:25][CH:24]=2)[CH:18]=[CH:17][C:16]([CH2:19][C:20]([OH:22])=[O:21])=[CH:15][CH:14]=1.Br[CH2:30][C:31]([CH3:33])=[CH2:32]. The catalyst is C1COCC1. The product is [CH3:32][C:31](=[CH2:30])[CH2:33][CH:19]([C:16]1[CH:15]=[CH:14][C:13]([C:23]2[CH:24]=[CH:25][CH:26]=[CH:27][CH:28]=2)=[CH:18][CH:17]=1)[C:20]([OH:22])=[O:21]. The yield is 0.720. (3) The reactants are [F:1][C:2]([F:27])([F:26])[C:3]1[CH:4]=[C:5]([C:13]2[N:17]=[CH:16][N:15](/[CH:18]=[CH:19]\[C:20]([O:22]C(C)C)=[O:21])[N:14]=2)[CH:6]=[C:7]([C:9]([F:12])([F:11])[F:10])[CH:8]=1.[Li+].[OH-].Cl. The catalyst is C1COCC1.O. The product is [F:27][C:2]([F:1])([F:26])[C:3]1[CH:4]=[C:5]([C:13]2[N:17]=[CH:16][N:15](/[CH:18]=[CH:19]\[C:20]([OH:22])=[O:21])[N:14]=2)[CH:6]=[C:7]([C:9]([F:10])([F:11])[F:12])[CH:8]=1. The yield is 0.940. (4) The reactants are C[O:2][C:3](=[O:36])[CH:4]([O:33][CH2:34][CH3:35])[CH2:5][C:6]1[CH:11]=[CH:10][CH:9]=[C:8]([CH2:12][CH2:13][N:14]([CH2:26][CH2:27][CH2:28][CH2:29][CH2:30][CH2:31][CH3:32])[C:15]([NH:17][C:18]2[CH:23]=[CH:22][C:21]([F:24])=[CH:20][C:19]=2[F:25])=[O:16])[CH:7]=1.[Li+].[OH-]. The catalyst is O1CCCC1. The product is [F:25][C:19]1[CH:20]=[C:21]([F:24])[CH:22]=[CH:23][C:18]=1[NH:17][C:15](=[O:16])[N:14]([CH2:13][CH2:12][C:8]1[CH:7]=[C:6]([CH2:5][CH:4]([O:33][CH2:34][CH3:35])[C:3]([OH:36])=[O:2])[CH:11]=[CH:10][CH:9]=1)[CH2:26][CH2:27][CH2:28][CH2:29][CH2:30][CH2:31][CH3:32]. The yield is 0.950. (5) The reactants are [CH2:1]([N:8]1[CH2:14][CH2:13][CH2:12][CH2:11][CH:10]([Se]C2C=CC=CC=2)[C:9]1=[O:22])[C:2]1[CH:7]=[CH:6][CH:5]=[CH:4][CH:3]=1.N1C=CC=CC=1.OO. The catalyst is C(Cl)Cl. The product is [CH2:1]([N:8]1[CH2:14][CH2:13][CH2:12][CH:11]=[CH:10][C:9]1=[O:22])[C:2]1[CH:7]=[CH:6][CH:5]=[CH:4][CH:3]=1. The yield is 0.700. (6) The reactants are Cl[CH2:2]/[CH:3]=[CH:4]/[C:5]([N:7]1[CH2:28][CH2:27][C:10]2[C:11]3[C:16]([NH:17][C:18]4[CH:23]=[CH:22][C:21]([Cl:24])=[C:20]([Cl:25])[CH:19]=4)=[N:15][CH:14]=[N:13][C:12]=3[S:26][C:9]=2[CH2:8]1)=[O:6].[N:29]1[CH:34]=[CH:33][CH:32]=[CH:31][C:30]=1[N:35]1[CH2:40][CH2:39][NH:38][CH2:37][CH2:36]1. The product is [Cl:25][C:20]1[CH:19]=[C:18]([NH:17][C:16]2[C:11]3[C:10]4[CH2:27][CH2:28][N:7]([C:5](=[O:6])/[CH:4]=[CH:3]/[CH2:2][N:38]5[CH2:39][CH2:40][N:35]([C:30]6[CH:31]=[CH:32][CH:33]=[CH:34][N:29]=6)[CH2:36][CH2:37]5)[CH2:8][C:9]=4[S:26][C:12]=3[N:13]=[CH:14][N:15]=2)[CH:23]=[CH:22][C:21]=1[Cl:24]. The yield is 0.790. The catalyst is CN(C=O)C. (7) The reactants are C([N-]C(C)C)(C)C.[Li+].[F:9][C:10]([F:23])([F:22])[O:11][C:12]1[CH:17]=[CH:16][C:15]([CH2:18][C:19]([OH:21])=[O:20])=[CH:14][CH:13]=1.I[CH2:25][CH:26]1[CH2:30][CH2:29][CH2:28][CH2:27]1. The catalyst is O1CCCC1.CN1CCCN(C)C1=O.CN1CCCN(C)C1=O. The product is [CH:26]1([CH2:25][CH:18]([C:15]2[CH:14]=[CH:13][C:12]([O:11][C:10]([F:22])([F:23])[F:9])=[CH:17][CH:16]=2)[C:19]([OH:21])=[O:20])[CH2:30][CH2:29][CH2:28][CH2:27]1. The yield is 0.306.